From a dataset of Forward reaction prediction with 1.9M reactions from USPTO patents (1976-2016). Predict the product of the given reaction. (1) Given the reactants Br[C:2]1[CH:7]=[CH:6][CH:5]=[CH:4][C:3]=1[O:8][CH3:9].[CH2:10]([NH2:16])[CH2:11][CH2:12][CH2:13][CH2:14][CH3:15], predict the reaction product. The product is: [CH3:9][O:8][C:3]1[CH:4]=[CH:5][CH:6]=[CH:7][C:2]=1[NH:16][CH2:10][CH2:11][CH2:12][CH2:13][CH2:14][CH3:15]. (2) The product is: [CH2:23]([Sn:18]([CH2:14][CH2:15][CH2:16][CH3:17])([CH2:19][CH2:20][CH2:21][CH3:22])/[CH:5]=[CH:6]\[CH2:7][NH2:8])[CH2:24][CH2:25][CH3:26]. Given the reactants C[Si]([CH:5]=[CH:6][CH2:7][NH2:8])(C)C.C([Li])CCC.[CH2:14]([Sn:18](Cl)([CH2:23][CH2:24][CH2:25][CH3:26])[CH2:19][CH2:20][CH2:21][CH3:22])[CH2:15][CH2:16][CH3:17], predict the reaction product. (3) Given the reactants [Cl:1][C:2]1[CH:3]=[C:4]([CH:9]2[CH:15]([CH:16]3[CH2:18][O:17]3)[O:14][CH2:13][CH2:12][N:11]([C:19]([O:21][C:22]([CH3:25])([CH3:24])[CH3:23])=[O:20])[CH2:10]2)[CH:5]=[CH:6][C:7]=1[Cl:8].[CH3:26][S-:27].[Na+].O, predict the reaction product. The product is: [Cl:1][C:2]1[CH:3]=[C:4]([CH:9]2[CH:15]([CH:16]([OH:17])[CH2:18][S:27][CH3:26])[O:14][CH2:13][CH2:12][N:11]([C:19]([O:21][C:22]([CH3:25])([CH3:24])[CH3:23])=[O:20])[CH2:10]2)[CH:5]=[CH:6][C:7]=1[Cl:8]. (4) Given the reactants [Cl:1][C:2]1[CH:7]=[C:6]([CH2:8][NH:9][C:10]([C@H:12]2[N:16](C(OC(C)(C)C)=O)[C@@H:15]([CH3:24])[C@H:14]([F:25])[CH2:13]2)=[O:11])[C:5]([C:26]([F:29])([F:28])[F:27])=[CH:4][N:3]=1.Cl, predict the reaction product. The product is: [ClH:1].[Cl:1][C:2]1[CH:7]=[C:6]([CH2:8][NH:9][C:10]([C@@H:12]2[CH2:13][C@@H:14]([F:25])[C@H:15]([CH3:24])[NH:16]2)=[O:11])[C:5]([C:26]([F:29])([F:27])[F:28])=[CH:4][N:3]=1. (5) Given the reactants C(OCC)(=O)C.[C:7]([O:11][C:12]([NH:14][C:15]1([CH:21]=[CH:22][C:23]([O:25][CH2:26][CH3:27])=[O:24])[CH2:20][CH2:19][O:18][CH2:17][CH2:16]1)=[O:13])([CH3:10])([CH3:9])[CH3:8].[H][H], predict the reaction product. The product is: [C:7]([O:11][C:12]([NH:14][C:15]1([CH2:21][CH2:22][C:23]([O:25][CH2:26][CH3:27])=[O:24])[CH2:20][CH2:19][O:18][CH2:17][CH2:16]1)=[O:13])([CH3:10])([CH3:9])[CH3:8]. (6) Given the reactants [NH2:1][C:2]1[N:3]=[C:4]([Cl:23])[C:5]2[CH2:10][C:9](=[O:11])[N:8]([CH2:12][C:13]3[C:18]([CH3:19])=[C:17]([O:20][CH3:21])[C:16]([CH3:22])=[CH:15][N:14]=3)[C:6]=2[N:7]=1.[CH:24]([C:26]1[NH:30][CH:29]=[C:28]([C:31]([OH:33])=[O:32])[C:27]=1[CH3:34])=O.N1CCCCC1, predict the reaction product. The product is: [NH2:1][C:2]1[N:3]=[C:4]([Cl:23])[C:5]2=[C:6]([N:8]([CH2:12][C:13]3[C:18]([CH3:19])=[C:17]([O:20][CH3:21])[C:16]([CH3:22])=[CH:15][N:14]=3)[C:9](=[O:11])/[C:10]/2=[CH:24]\[C:26]2[NH:30][CH:29]=[C:28]([C:31]([OH:33])=[O:32])[C:27]=2[CH3:34])[N:7]=1.